Task: Predict the reaction yield, written as a fraction of the theoretical maximum amount of product (1.0 means a 100% yield; for example, 0.34 means a 34% yield).. Dataset: Reaction yield outcomes from USPTO patents with 853,638 reactions (1) The reactants are [S:1]1[C:5]2[C:6]3([CH2:14][CH2:13][NH:12][CH2:11][CH2:10]3)[O:7][CH2:8][CH2:9][C:4]=2[CH:3]=[CH:2]1.S(Cl)([Cl:18])(=O)=O.CO. The catalyst is C(O)(=O)C.C(OC)(C)(C)C. The product is [ClH:18].[Cl:18][C:2]1[S:1][C:5]2[C:6]3([CH2:14][CH2:13][NH:12][CH2:11][CH2:10]3)[O:7][CH2:8][CH2:9][C:4]=2[CH:3]=1. The yield is 0.600. (2) The reactants are [Br:1][C:2]1[CH:7]=[CH:6][C:5]([OH:8])=[CH:4][C:3]=1[CH:9]([CH3:11])[CH3:10].Cl[Si:13]([C:16]([CH3:19])([CH3:18])[CH3:17])([CH3:15])[CH3:14].N1C=CN=C1. The catalyst is CN(C=O)C.O. The product is [Br:1][C:2]1[CH:7]=[CH:6][C:5]([O:8][Si:13]([C:16]([CH3:19])([CH3:18])[CH3:17])([CH3:15])[CH3:14])=[CH:4][C:3]=1[CH:9]([CH3:11])[CH3:10]. The yield is 0.870. (3) The reactants are [F:1][C:2]1[CH:7]=[CH:6][CH:5]=[CH:4][C:3]=1[CH2:8][CH2:9][C:10]1[CH:15]=[CH:14][N:13]=[CH:12][C:11]=1[C:16]([OH:18])=O.[OH-].[K+]. No catalyst specified. The product is [F:1][C:2]1[C:3]2[CH2:8][CH2:9][C:10]3[CH:15]=[CH:14][N:13]=[CH:12][C:11]=3[C:16](=[O:18])[C:4]=2[CH:5]=[CH:6][CH:7]=1. The yield is 0.920. (4) The reactants are [C:1]([C:5]1[CH:10]=[CH:9][C:8]([N+:11]([O-:13])=[O:12])=[CH:7][CH:6]=1)([CH3:4])([CH3:3])[CH3:2].[Br:14]Br.S([O-])(O)=O.[Na+]. The catalyst is S(=O)(=O)(O)O.S([O-])([O-])(=O)=O.[Ag+2]. The product is [Br:14][C:10]1[CH:9]=[C:8]([N+:11]([O-:13])=[O:12])[CH:7]=[CH:6][C:5]=1[C:1]([CH3:4])([CH3:2])[CH3:3]. The yield is 0.980.